This data is from Full USPTO retrosynthesis dataset with 1.9M reactions from patents (1976-2016). The task is: Predict the reactants needed to synthesize the given product. (1) Given the product [F:40][C:41]([F:54])([F:53])[S:42]([O:21][C:18]1[CH:19]=[CH:20][C:15]([C:14]([C:4]2[C:5]3[S:6][C:7]4[CH:13]=[CH:12][CH:11]=[CH:10][C:8]=4[C:9]=3[CH:1]=[CH:2][CH:3]=2)([C:28]2[CH:33]=[CH:32][CH:31]=[CH:30][CH:29]=2)[C:22]2[CH:23]=[CH:24][CH:25]=[CH:26][CH:27]=2)=[CH:16][CH:17]=1)(=[O:44])=[O:43], predict the reactants needed to synthesize it. The reactants are: [CH:1]1[C:9]2[C:8]3[CH:10]=[CH:11][CH:12]=[CH:13][C:7]=3[S:6][C:5]=2[C:4]([C:14]([C:28]2[CH:33]=[CH:32][CH:31]=[CH:30][CH:29]=2)([C:22]2[CH:27]=[CH:26][CH:25]=[CH:24][CH:23]=2)[C:15]2[CH:20]=[CH:19][C:18]([OH:21])=[CH:17][CH:16]=2)=[CH:3][CH:2]=1.N1C=CC=CC=1.[F:40][C:41]([F:54])([F:53])[S:42](O[S:42]([C:41]([F:54])([F:53])[F:40])(=[O:44])=[O:43])(=[O:44])=[O:43]. (2) Given the product [Cl:1][C:2]1[CH:3]=[C:4]([NH:17][C:18]2[C:27]3[C:22](=[CH:23][CH:24]=[C:25]([C:28]4[O:29][C:30]([CH2:33][NH:37][CH2:35][CH3:36])=[CH:31][CH:32]=4)[CH:26]=3)[N:21]=[CH:20][N:19]=2)[CH:5]=[CH:6][C:7]=1[O:8][CH2:9][C:10]1[CH:15]=[CH:14][CH:13]=[C:12]([F:16])[CH:11]=1, predict the reactants needed to synthesize it. The reactants are: [Cl:1][C:2]1[CH:3]=[C:4]([NH:17][C:18]2[C:27]3[C:22](=[CH:23][CH:24]=[C:25]([C:28]4[O:29][C:30]([CH:33]=O)=[CH:31][CH:32]=4)[CH:26]=3)[N:21]=[CH:20][N:19]=2)[CH:5]=[CH:6][C:7]=1[O:8][CH2:9][C:10]1[CH:15]=[CH:14][CH:13]=[C:12]([F:16])[CH:11]=1.[CH2:35]([NH2:37])[CH3:36].C(O[BH-](OC(=O)C)OC(=O)C)(=O)C.[Na+].C(=O)([O-])[O-].[Na+].[Na+]. (3) Given the product [F:33][C:34]([F:36])([F:35])[CH:29]([C:28]1[CH:31]=[CH:32][C:25]([C:22]2[CH:23]=[CH:24][N:19]=[CH:20][CH:21]=2)=[CH:26][CH:27]=1)[OH:30], predict the reactants needed to synthesize it. The reactants are: [F-].C([N+](CCCC)(CCCC)CCCC)CCC.[N:19]1[CH:24]=[CH:23][C:22]([C:25]2[CH:32]=[CH:31][C:28]([CH:29]=[O:30])=[CH:27][CH:26]=2)=[CH:21][CH:20]=1.[F:33][C:34]([Si](C)(C)C)([F:36])[F:35].Cl. (4) Given the product [CH2:10]([O:12][C:13]([CH:14]1[CH2:7][CH:6]1[C:5]1[CH:8]=[CH:9][C:2]([Cl:1])=[CH:3][CH:4]=1)=[O:17])[CH3:11], predict the reactants needed to synthesize it. The reactants are: [Cl:1][C:2]1[CH:9]=[CH:8][C:5]([CH:6]=[CH2:7])=[CH:4][CH:3]=1.[CH2:10]([O:12][C:13](=[O:17])[CH:14]=[N+]=[N-])[CH3:11]. (5) Given the product [Cl:14][C:11]1[CH:10]=[CH:9][C:8]([C:7]2[N:16]([C:18]3[N:23]=[CH:22][C:21]([S:24]([NH2:27])(=[O:26])=[O:25])=[CH:20][CH:19]=3)[N:17]=[C:4]([CH3:5])[N:6]=2)=[CH:13][CH:12]=1, predict the reactants needed to synthesize it. The reactants are: C(O[C:4](=[N:6][C:7](=O)[C:8]1[CH:13]=[CH:12][C:11]([Cl:14])=[CH:10][CH:9]=1)[CH3:5])C.[NH:16]([C:18]1[N:23]=[CH:22][C:21]([S:24]([NH2:27])(=[O:26])=[O:25])=[CH:20][CH:19]=1)[NH2:17].O. (6) Given the product [NH2:7][C:6]1[CH:10]=[CH:11][C:3]([C:1]#[N:2])=[CH:4][C:5]=1[SH:9], predict the reactants needed to synthesize it. The reactants are: [C:1]([C:3]1[CH:11]=[CH:10][C:6]2[N:7]=C[S:9][C:5]=2[CH:4]=1)#[N:2].O.NN.